Dataset: Forward reaction prediction with 1.9M reactions from USPTO patents (1976-2016). Task: Predict the product of the given reaction. (1) Given the reactants [Cl:1][C:2]1[CH:7]=[CH:6][CH:5]=[C:4]([Cl:8])[C:3]=1[N:9]1[CH:20]=[C:19]([CH:21]=O)[C:12]2[N:13]=[C:14]([S:17][CH3:18])[N:15]=[CH:16][C:11]=2[C:10]1=[O:23].[CH3:24]C(C)([O-])C.[K+], predict the reaction product. The product is: [Cl:1][C:2]1[CH:7]=[CH:6][CH:5]=[C:4]([Cl:8])[C:3]=1[N:9]1[CH:20]=[C:19]([CH:21]=[CH2:24])[C:12]2[N:13]=[C:14]([S:17][CH3:18])[N:15]=[CH:16][C:11]=2[C:10]1=[O:23]. (2) Given the reactants C(OC([N:8]1[C:16]2[CH:15]=[C:14]([C:17]([F:21])([F:20])[CH2:18][CH3:19])[N:13]=[CH:12][C:11]=2[C:10]([CH3:23])([CH3:22])[CH2:9]1)=O)(C)(C)C.[ClH:24], predict the reaction product. The product is: [ClH:24].[F:20][C:17]([C:14]1[N:13]=[CH:12][C:11]2[C:10]([CH3:22])([CH3:23])[CH2:9][NH:8][C:16]=2[CH:15]=1)([F:21])[CH2:18][CH3:19].